This data is from Catalyst prediction with 721,799 reactions and 888 catalyst types from USPTO. The task is: Predict which catalyst facilitates the given reaction. (1) Reactant: C(OC(N1CCC([C:14]2[C:22]3[C:17](=[N:18][CH:19]=[CH:20][CH:21]=3)[NH:16][CH:15]=2)CC1)=O)(C)(C)C.Br[CH2:24][C:25]1[CH:29]=[CH:28][S:27][CH:26]=1. Product: [N:18]1([C:14]2[C:22]3[C:17](=[N:18][CH:19]=[CH:20][CH:21]=3)[N:16]([CH2:24][C:25]3[CH:29]=[CH:28][S:27][CH:26]=3)[CH:15]=2)[CH2:19][CH2:20][CH2:21][CH2:22][CH2:17]1. The catalyst class is: 27. (2) Reactant: [C:1]1([O:11][CH3:12])[C:2](=[CH:4][CH:5]=[C:6]([CH:10]=1)[CH2:7][CH:8]=[CH2:9])[OH:3].C([NH:20][CH2:21][C:22](O)=[O:23])(OC(C)(C)C)=O.CN1CCOCC1.CCN=C=NCCCN(C)C.Cl. Product: [CH2:7]([C:6]1[CH:5]=[CH:4][C:2]([O:3][C:22](=[O:23])[CH2:21][NH2:20])=[C:1]([O:11][CH3:12])[CH:10]=1)[CH:8]=[CH2:9]. The catalyst class is: 64. (3) Reactant: [Br:1][C:2]1[CH:3]=[N:4][CH:5]=[C:6]([Br:9])[C:7]=1Cl.[NH:10]1[CH2:18][CH2:17][CH:13]([C:14]([NH2:16])=[O:15])[CH2:12][CH2:11]1.C(N(CC)CC)C. Product: [Br:1][C:2]1[CH:3]=[N:4][CH:5]=[C:6]([Br:9])[C:7]=1[N:10]1[CH2:18][CH2:17][CH:13]([C:14]([NH2:16])=[O:15])[CH2:12][CH2:11]1. The catalyst class is: 37. (4) Reactant: [CH:1]1([C:4]([N:6]2[CH2:9][CH:8]([O:10][C:11]3[CH:16]=[C:15]([CH3:17])[C:14]([C:18]4[CH:23]=[CH:22][CH:21]=[C:20]([CH2:24][O:25][C:26]5[CH:39]=[CH:38][C:29]6[C@H:30]([CH2:33][C:34]([O:36]C)=[O:35])[CH2:31][O:32][C:28]=6[CH:27]=5)[CH:19]=4)=[C:13]([CH3:40])[CH:12]=3)[CH2:7]2)=[O:5])[CH2:3][CH2:2]1.[OH-].[Li+]. Product: [CH:1]1([C:4]([N:6]2[CH2:9][CH:8]([O:10][C:11]3[CH:16]=[C:15]([CH3:17])[C:14]([C:18]4[CH:23]=[CH:22][CH:21]=[C:20]([CH2:24][O:25][C:26]5[CH:39]=[CH:38][C:29]6[C@H:30]([CH2:33][C:34]([OH:36])=[O:35])[CH2:31][O:32][C:28]=6[CH:27]=5)[CH:19]=4)=[C:13]([CH3:40])[CH:12]=3)[CH2:7]2)=[O:5])[CH2:3][CH2:2]1. The catalyst class is: 5. (5) Reactant: [C:1]([C:3]1[CH:4]=[C:5]([C:9]2[NH:13][N:12]=[C:11]([C:14]([O:16]CC)=[O:15])[C:10]=2C)[CH:6]=[CH:7][CH:8]=1)#[N:2].[Li+].[OH-].O.Cl.[CH2:24]1COCC1. Product: [C:1]([C:3]1[CH:4]=[C:5]([C:9]2[CH:10]=[C:11]([C:14]([OH:16])=[O:15])[N:12]([CH3:24])[N:13]=2)[CH:6]=[CH:7][CH:8]=1)#[N:2]. The catalyst class is: 5. (6) Reactant: [CH2:1]([O:3][C:4]([C:6]1[C:7]([OH:31])=[C:8]2[C:15]([C:16]#[N:17])=[C:14]([C:18]3[CH:23]=[CH:22][C:21]([F:24])=[CH:20][CH:19]=3)[N:13]([C:25]3[CH:30]=[CH:29][CH:28]=[CH:27][CH:26]=3)[C:9]2=[C:10](Br)[N:11]=1)=[O:5])[CH3:2].[CH3:32][Sn](C)(C)C. Product: [CH2:1]([O:3][C:4]([C:6]1[C:7]([OH:31])=[C:8]2[C:15]([C:16]#[N:17])=[C:14]([C:18]3[CH:23]=[CH:22][C:21]([F:24])=[CH:20][CH:19]=3)[N:13]([C:25]3[CH:30]=[CH:29][CH:28]=[CH:27][CH:26]=3)[C:9]2=[C:10]([CH3:32])[N:11]=1)=[O:5])[CH3:2]. The catalyst class is: 235.